Dataset: NCI-60 drug combinations with 297,098 pairs across 59 cell lines. Task: Regression. Given two drug SMILES strings and cell line genomic features, predict the synergy score measuring deviation from expected non-interaction effect. Drug 1: CC1=C2C(C(=O)C3(C(CC4C(C3C(C(C2(C)C)(CC1OC(=O)C(C(C5=CC=CC=C5)NC(=O)OC(C)(C)C)O)O)OC(=O)C6=CC=CC=C6)(CO4)OC(=O)C)OC)C)OC. Drug 2: CN(CCCl)CCCl.Cl. Cell line: DU-145. Synergy scores: CSS=48.2, Synergy_ZIP=-2.44, Synergy_Bliss=-4.10, Synergy_Loewe=-22.7, Synergy_HSA=-3.13.